This data is from Forward reaction prediction with 1.9M reactions from USPTO patents (1976-2016). The task is: Predict the product of the given reaction. (1) Given the reactants [CH:1]1([C:7]2[C:8]3[CH:27]=[CH:26][C:25]([C:28]([O:30][CH3:31])=[O:29])=[CH:24][C:9]=3[N:10]3[C:16]=2[C:15]2[CH:17]=[CH:18][CH:19]=[C:20]([N+:21]([O-])=O)[C:14]=2[O:13][CH2:12][CH2:11]3)[CH2:6][CH2:5][CH2:4][CH2:3][CH2:2]1.[Cl-].[NH4+], predict the reaction product. The product is: [NH2:21][C:20]1[C:14]2[O:13][CH2:12][CH2:11][N:10]3[C:16](=[C:7]([CH:1]4[CH2:6][CH2:5][CH2:4][CH2:3][CH2:2]4)[C:8]4[CH:27]=[CH:26][C:25]([C:28]([O:30][CH3:31])=[O:29])=[CH:24][C:9]=43)[C:15]=2[CH:17]=[CH:18][CH:19]=1. (2) Given the reactants [NH:1]1[CH2:6][CH2:5][CH:4]([NH:7][C:8](=[O:14])[O:9][C:10]([CH3:13])([CH3:12])[CH3:11])[CH2:3][CH2:2]1.[CH:15]1([CH:21]=O)[CH2:20][CH2:19][CH2:18][CH2:17][CH2:16]1, predict the reaction product. The product is: [CH:15]1([CH2:21][N:1]2[CH2:2][CH2:3][CH:4]([NH:7][C:8](=[O:14])[O:9][C:10]([CH3:11])([CH3:13])[CH3:12])[CH2:5][CH2:6]2)[CH2:20][CH2:19][CH2:18][CH2:17][CH2:16]1. (3) Given the reactants C1(P(C2C=CC=CC=2)C2C=CC=CC=2)C=CC=CC=1.C([Li])CCC.Br[C:26]1[CH:27]=[C:28]2[C:33]3=[C:34]([CH2:36][CH2:37][CH2:38][N:32]3[CH:31]=[C:30]([C:39]([O:41][CH2:42][CH3:43])=[O:40])[C:29]2=[O:44])[CH:35]=1.[C:45]([O:49][C:50]([NH:52][CH2:53][C:54]#[CH:55])=[O:51])([CH3:48])([CH3:47])[CH3:46], predict the reaction product. The product is: [C:45]([O:49][C:50]([NH:52][CH2:53][C:54]#[C:55][C:26]1[CH:27]=[C:28]2[C:33]3=[C:34]([CH2:36][CH2:37][CH2:38][N:32]3[CH:31]=[C:30]([C:39]([O:41][CH2:42][CH3:43])=[O:40])[C:29]2=[O:44])[CH:35]=1)=[O:51])([CH3:48])([CH3:47])[CH3:46]. (4) Given the reactants [SH:1][C:2]1[CH:17]=[CH:16][C:15]([N+:18]([O-:20])=[O:19])=[CH:14][C:3]=1[CH2:4][N:5]([CH3:13])[C:6](=[O:12])[O:7][C:8]([CH3:11])([CH3:10])[CH3:9].C([O-])([O-])=O.[K+].[K+].Cl[C:28]([F:33])([F:32])C([O-])=O.[Na+], predict the reaction product. The product is: [F:32][CH:28]([F:33])[S:1][C:2]1[CH:17]=[CH:16][C:15]([N+:18]([O-:20])=[O:19])=[CH:14][C:3]=1[CH2:4][N:5]([CH3:13])[C:6](=[O:12])[O:7][C:8]([CH3:9])([CH3:10])[CH3:11]. (5) Given the reactants [Cl:1][C:2]1[CH:3]=[C:4]([C:9]2[C:10](=[O:35])[NH:11][C:12](=[O:34])[N:13]([CH2:15][CH2:16][CH2:17][N:18]3[CH2:23][C@H:22]4[C@:20]([C:24]5[CH:29]=[CH:28][C:27]([C:30]([F:33])([F:32])[F:31])=[CH:26][CH:25]=5)([CH2:21]4)[CH2:19]3)[CH:14]=2)[C:5]([F:8])=[N:6][CH:7]=1.[ClH:36].O1CCOCC1, predict the reaction product. The product is: [ClH:1].[ClH:36].[Cl:1][C:2]1[CH:3]=[C:4]([C:9]2[C:10](=[O:35])[NH:11][C:12](=[O:34])[N:13]([CH2:15][CH2:16][CH2:17][N:18]3[CH2:23][C@H:22]4[C@:20]([C:24]5[CH:29]=[CH:28][C:27]([C:30]([F:31])([F:33])[F:32])=[CH:26][CH:25]=5)([CH2:21]4)[CH2:19]3)[CH:14]=2)[C:5]([F:8])=[N:6][CH:7]=1. (6) Given the reactants Cl[C:2]1[N:3]=[CH:4][C:5]([CH2:15][O:16][C:17]2[CH:18]=[C:19]([C@H:23]([CH:30]3[CH2:32][CH2:31]3)[CH2:24][C:25]([O:27][CH2:28][CH3:29])=[O:26])[CH:20]=[CH:21][CH:22]=2)=[N:6][C:7]=1[C:8]1[C:12]([CH3:14])([CH3:13])[CH2:11][CH2:10][CH:9]=1.[CH3:33][O:34][C:35]1[CH:40]=[C:39](B(O)O)[CH:38]=[CH:37][N:36]=1.C([O-])([O-])=O.[Cs+].[Cs+].O, predict the reaction product. The product is: [CH:30]1([C@@H:23]([C:19]2[CH:20]=[CH:21][CH:22]=[C:17]([O:16][CH2:15][C:5]3[CH:4]=[N:3][C:2]([C:39]4[CH:38]=[CH:37][N:36]=[C:35]([O:34][CH3:33])[CH:40]=4)=[C:7]([C:8]4[C:12]([CH3:14])([CH3:13])[CH2:11][CH2:10][CH:9]=4)[N:6]=3)[CH:18]=2)[CH2:24][C:25]([O:27][CH2:28][CH3:29])=[O:26])[CH2:32][CH2:31]1. (7) Given the reactants [CH3:1][O:2][C:3]1[CH:22]=[CH:21][C:6]([CH2:7][C@@H:8]2[C:12]3=[N:13][C:14]4[CH:19]=[CH:18][CH:17]=[CH:16][C:15]=4[N:11]3[C:10](=[O:20])[NH:9]2)=[CH:5][CH:4]=1.[CH3:23][O:24][C:25]1[CH:26]=[CH:27][C:28]([CH2:31][CH2:32][NH2:33])=[N:29][CH:30]=1.C(O)(C(F)(F)F)=O, predict the reaction product. The product is: [NH:11]1[C:15]2[CH:16]=[CH:17][CH:18]=[CH:19][C:14]=2[N:13]=[C:12]1[C@H:8]([NH:9][C:10]([NH:33][CH2:32][CH2:31][C:28]1[CH:27]=[CH:26][C:25]([O:24][CH3:23])=[CH:30][N:29]=1)=[O:20])[CH2:7][C:6]1[CH:21]=[CH:22][C:3]([O:2][CH3:1])=[CH:4][CH:5]=1.